The task is: Predict which catalyst facilitates the given reaction.. This data is from Catalyst prediction with 721,799 reactions and 888 catalyst types from USPTO. (1) Reactant: [CH2:1]([C:4]1[C:12]2[O:11][N:10]=[C:9]([C:13]([F:16])([F:15])[F:14])[C:8]=2[CH:7]=[CH:6][C:5]=1[O:17][CH2:18][CH2:19][CH2:20][NH:21][CH2:22][CH3:23])[CH2:2][CH3:3].[C:24]1([N:30]=[C:31]=[O:32])[CH:29]=[CH:28][CH:27]=[CH:26][CH:25]=1. Product: [C:24]1([NH:30][C:31](=[O:32])[N:21]([CH2:22][CH3:23])[CH2:20][CH2:19][CH2:18][O:17][C:5]2[CH:6]=[CH:7][C:8]3[C:9]([C:13]([F:15])([F:14])[F:16])=[N:10][O:11][C:12]=3[C:4]=2[CH2:1][CH2:2][CH3:3])[CH:29]=[CH:28][CH:27]=[CH:26][CH:25]=1. The catalyst class is: 17. (2) Reactant: [C:1](=[O:20])([O:12][CH2:13][C:14]1[CH:19]=[CH:18][N:17]=[CH:16][CH:15]=1)OC1C=CC([N+]([O-])=O)=CC=1.C1(C)C(S(O)(=O)=O)=CC=CC=1.[O:32]1[CH2:36][CH2:35][C@@H:34]([NH2:37])[CH2:33]1.CCN(C(C)C)C(C)C. Product: [O:32]1[CH2:36][CH2:35][C@@H:34]([NH:37][C:1](=[O:20])[O:12][CH2:13][C:14]2[CH:15]=[CH:16][N:17]=[CH:18][CH:19]=2)[CH2:33]1. The catalyst class is: 241. (3) Reactant: [Cl:1][C:2]1[N:7]=[CH:6][C:5]([S:8](Cl)(=[O:10])=[O:9])=[CH:4][CH:3]=1.[NH2:12][CH2:13][CH2:14][OH:15]. Product: [Cl:1][C:2]1[N:7]=[CH:6][C:5]([S:8]([NH:12][CH2:13][CH2:14][OH:15])(=[O:10])=[O:9])=[CH:4][CH:3]=1. The catalyst class is: 2. (4) Reactant: [O:1]=[C:2]1[C:11]([C:12](O)=[O:13])=[CH:10][C:9]2[C:4](=[N:5][CH:6]=[CH:7][CH:8]=2)[N:3]1[C:15]1[CH:20]=[CH:19][CH:18]=[CH:17][CH:16]=1.C(Cl)(=O)C([Cl:24])=O.CN(C)C=O. Product: [O:1]=[C:2]1[C:11]([C:12]([Cl:24])=[O:13])=[CH:10][C:9]2[C:4](=[N:5][CH:6]=[CH:7][CH:8]=2)[N:3]1[C:15]1[CH:20]=[CH:19][CH:18]=[CH:17][CH:16]=1. The catalyst class is: 4. (5) Reactant: [Cl:1][C:2]1[C:3]([CH:8]([C:10]2[CH:19]=[C:18]3[C:13]([CH:14]=[CH:15][CH:16]=[N:17]3)=[CH:12][CH:11]=2)O)=[N:4][CH:5]=[CH:6][N:7]=1.[C:20]1(=[O:30])[NH:24][C:23](=[O:25])[C:22]2=[CH:26][CH:27]=[CH:28][CH:29]=[C:21]12.C1C=CC(P(C2C=CC=CC=2)C2C=CC=CC=2)=CC=1.CC(OC(/N=N/C(OC(C)C)=O)=O)C. Product: [Cl:1][C:2]1[C:3]([CH:8]([C:10]2[CH:19]=[C:18]3[C:13]([CH:14]=[CH:15][CH:16]=[N:17]3)=[CH:12][CH:11]=2)[N:24]2[C:20](=[O:30])[C:21]3[C:22](=[CH:26][CH:27]=[CH:28][CH:29]=3)[C:23]2=[O:25])=[N:4][CH:5]=[CH:6][N:7]=1. The catalyst class is: 1. (6) Reactant: [F:1][C:2]1[C:3]2[CH2:12][S:11][CH2:10][C:4]=2[S:5][C:6]=1[C:7]([OH:9])=[O:8].C1CCC(N=C=NC2CCCCC2)CC1.[CH2:28]([CH:30]([CH2:33][CH2:34][CH2:35][CH3:36])[CH2:31]O)[CH3:29]. Product: [F:1][C:2]1[C:3]2[CH2:12][S:11][CH2:10][C:4]=2[S:5][C:6]=1[C:7]([O:9][CH2:31][CH:30]([CH2:28][CH3:29])[CH2:33][CH2:34][CH2:35][CH3:36])=[O:8]. The catalyst class is: 2. (7) Reactant: Cl[C:2]1[N:7]=[C:6]2[N:8]([CH3:15])[C:9]([C:11]([F:14])([F:13])[F:12])=[N:10][C:5]2=[CH:4][C:3]=1[N+:16]([O-:18])=[O:17].[CH3:19][NH2:20]. Product: [CH3:19][NH:20][C:2]1[N:7]=[C:6]2[N:8]([CH3:15])[C:9]([C:11]([F:14])([F:13])[F:12])=[N:10][C:5]2=[CH:4][C:3]=1[N+:16]([O-:18])=[O:17]. The catalyst class is: 8.